Dataset: Full USPTO retrosynthesis dataset with 1.9M reactions from patents (1976-2016). Task: Predict the reactants needed to synthesize the given product. Given the product [C:25]([O:29][C:30]([N:32]1[CH2:37][CH2:36][CH:35]([CH:38]([O:15][C:14]2[C:9]3[NH:8][C:7]([C:3]4[C:2]([NH2:1])=[N:6][O:5][N:4]=4)=[N:16][C:10]=3[CH:11]=[N:12][CH:13]=2)[CH2:41][CH3:42])[CH2:34][CH2:33]1)=[O:31])([CH3:28])([CH3:27])[CH3:26], predict the reactants needed to synthesize it. The reactants are: [NH2:1][C:2]1[C:3]([C:7]2[N:8](CC)[C:9]3[C:14]([OH:15])=[CH:13][N:12]=[CH:11][C:10]=3[N:16]=2)=[N:4][O:5][N:6]=1.C([O-])([O-])=O.[K+].[K+].[C:25]([O:29][C:30]([N:32]1[CH2:37][CH2:36][CH:35]([CH2:38]I)[CH2:34][CH2:33]1)=[O:31])([CH3:28])([CH3:27])[CH3:26].O.[CH3:41][C:42](C)=O.